Dataset: CYP2D6 inhibition data for predicting drug metabolism from PubChem BioAssay. Task: Regression/Classification. Given a drug SMILES string, predict its absorption, distribution, metabolism, or excretion properties. Task type varies by dataset: regression for continuous measurements (e.g., permeability, clearance, half-life) or binary classification for categorical outcomes (e.g., BBB penetration, CYP inhibition). Dataset: cyp2d6_veith. (1) The compound is O=C(O)CCc1ccc(-c2ccc(Cl)cc2)n1CCC(=O)O. The result is 0 (non-inhibitor). (2) The drug is Cn1c(=O)c2[nH]cnc2n(C)c1=O.[CH2-][C@H](Cc1cccc2cc(C(=O)O)c(=O)oc12)OC.[Hg].[OH-]. The result is 0 (non-inhibitor). (3) The drug is Cc1ccc(NC(=O)/C(=C\c2ccc([N+](=O)[O-])cc2)NC(=O)c2ccccc2)cc1. The result is 0 (non-inhibitor). (4) The drug is CC(=O)N1CCc2cc(S(=O)(=O)CCC(=O)Nc3c(C)n(C)n(-c4ccccc4)c3=O)ccc21. The result is 0 (non-inhibitor). (5) The drug is O=c1c(-c2cc(F)cc(F)c2)nc2cnc(N3CCNCC3)nc2n1Cc1cccs1. The result is 0 (non-inhibitor). (6) The compound is O=C(c1ccncc1)N1CCC2(CC1)CCN(c1cccc(-c3ccccc3)c1)CC2. The result is 1 (inhibitor). (7) The compound is CN(/N=C\c1ccccc1O)c1ccc2ccccc2n1. The result is 0 (non-inhibitor). (8) The drug is CCOc1cc(C2CC(=O)c3c(ccc4ccccc34)N2)ccc1O. The result is 0 (non-inhibitor).